Dataset: Catalyst prediction with 721,799 reactions and 888 catalyst types from USPTO. Task: Predict which catalyst facilitates the given reaction. Reactant: [CH3:1][S:2]([NH:5][C:6]1[CH:36]=[CH:35][C:9]([CH2:10][N:11]2[C:15](=[O:16])[C:14]3([CH2:21][CH2:20][N:19](C(OC(C)(C)C)=O)[CH2:18][CH2:17]3)[N:13]([C:29]3[CH:34]=[CH:33][CH:32]=[CH:31][CH:30]=3)[CH2:12]2)=[CH:8][CH:7]=1)(=[O:4])=[O:3].[ClH:37]. Product: [ClH:37].[O:16]=[C:15]1[C:14]2([CH2:17][CH2:18][NH:19][CH2:20][CH2:21]2)[N:13]([C:29]2[CH:30]=[CH:31][CH:32]=[CH:33][CH:34]=2)[CH2:12][N:11]1[CH2:10][C:9]1[CH:8]=[CH:7][C:6]([NH:5][S:2]([CH3:1])(=[O:4])=[O:3])=[CH:36][CH:35]=1. The catalyst class is: 12.